From a dataset of NCI-60 drug combinations with 297,098 pairs across 59 cell lines. Regression. Given two drug SMILES strings and cell line genomic features, predict the synergy score measuring deviation from expected non-interaction effect. (1) Drug 1: CC(C)(C#N)C1=CC(=CC(=C1)CN2C=NC=N2)C(C)(C)C#N. Drug 2: C1=CC=C(C=C1)NC(=O)CCCCCCC(=O)NO. Cell line: SK-OV-3. Synergy scores: CSS=8.44, Synergy_ZIP=1.64, Synergy_Bliss=3.03, Synergy_Loewe=-4.05, Synergy_HSA=-3.55. (2) Synergy scores: CSS=1.32, Synergy_ZIP=1.67, Synergy_Bliss=4.03, Synergy_Loewe=-0.284, Synergy_HSA=0.670. Drug 1: CS(=O)(=O)C1=CC(=C(C=C1)C(=O)NC2=CC(=C(C=C2)Cl)C3=CC=CC=N3)Cl. Cell line: UACC-257. Drug 2: COC1=NC(=NC2=C1N=CN2C3C(C(C(O3)CO)O)O)N. (3) Drug 1: C1=CC(=C2C(=C1NCCNCCO)C(=O)C3=C(C=CC(=C3C2=O)O)O)NCCNCCO. Drug 2: CCC(=C(C1=CC=CC=C1)C2=CC=C(C=C2)OCCN(C)C)C3=CC=CC=C3.C(C(=O)O)C(CC(=O)O)(C(=O)O)O. Cell line: LOX IMVI. Synergy scores: CSS=31.2, Synergy_ZIP=-5.29, Synergy_Bliss=-7.46, Synergy_Loewe=-9.76, Synergy_HSA=-1.86.